From a dataset of Catalyst prediction with 721,799 reactions and 888 catalyst types from USPTO. Predict which catalyst facilitates the given reaction. (1) Reactant: C(NC(C)C)(C)C.[Li]CCCC.[O:13]1[CH:17]=[CH:16][C:15]([C:18]([OH:20])=[O:19])=[CH:14]1.[C:21]1([N:27]2[C:31]([C:32]([F:35])([F:34])[F:33])=[C:30]([C:36]3[O:40][N:39]=[C:38]4[C:41]5[C:46]([CH2:47][CH2:48][C:37]=34)=[CH:45][C:44]([CH:49]=[O:50])=[CH:43][CH:42]=5)[CH:29]=[N:28]2)[CH:26]=[CH:25][CH:24]=[CH:23][CH:22]=1. Product: [OH:50][CH:49]([C:44]1[CH:45]=[C:46]2[C:41](=[CH:42][CH:43]=1)[C:38]1=[N:39][O:40][C:36]([C:30]3[CH:29]=[N:28][N:27]([C:21]4[CH:22]=[CH:23][CH:24]=[CH:25][CH:26]=4)[C:31]=3[C:32]([F:35])([F:34])[F:33])=[C:37]1[CH2:48][CH2:47]2)[C:14]1[O:13][CH:17]=[CH:16][C:15]=1[C:18]([OH:20])=[O:19]. The catalyst class is: 1. (2) Reactant: C1C(=O)N([Cl:8])C(=O)C1.[CH3:9][O:10][C:11]1[CH:27]=[CH:26][C:14]([CH2:15][N:16]2[C:20]3[N:21]=[CH:22][CH:23]=[C:24]([OH:25])[C:19]=3[CH:18]=[N:17]2)=[CH:13][CH:12]=1.O. Product: [Cl:8][C:23]1[CH:22]=[N:21][C:20]2[N:16]([CH2:15][C:14]3[CH:13]=[CH:12][C:11]([O:10][CH3:9])=[CH:27][CH:26]=3)[N:17]=[CH:18][C:19]=2[C:24]=1[OH:25]. The catalyst class is: 3. (3) The catalyst class is: 6. Reactant: [C:1]([O:5][C:6](=[O:20])[NH:7][C:8]12[CH2:15][CH:14]3[CH2:16][C:10]([CH2:17][C:18]#[N:19])([CH2:11][CH:12]1[CH2:13]3)[CH2:9]2)([CH3:4])([CH3:3])[CH3:2].[CH2:21]([OH:23])C.Cl.[NH2:25]O.C([O-])([O-])=O.[Na+].[Na+]. Product: [C:1]([O:5][C:6](=[O:20])[NH:7][C:8]12[CH2:15][CH:14]3[CH2:16][C:10]([CH2:17][C:18]4[N:25]=[CH:21][O:23][N:19]=4)([CH2:11][CH:12]1[CH2:13]3)[CH2:9]2)([CH3:4])([CH3:2])[CH3:3]. (4) Reactant: [C:1]([Si:5]([O:18][C@@H:19]1[C@H:26]2[C@H:22]([O:23][C:24]([CH3:28])([CH3:27])[O:25]2)[C:21]([CH2:29][O:30][C:31]([C:44]2[CH:49]=[CH:48][CH:47]=[CH:46][CH:45]=2)([C:38]2[CH:43]=[CH:42][CH:41]=[CH:40][CH:39]=2)[C:32]2[CH:37]=[CH:36][CH:35]=[CH:34][CH:33]=2)=[C:20]1I)([C:12]1[CH:17]=[CH:16][CH:15]=[CH:14][CH:13]=1)[C:6]1[CH:11]=[CH:10][CH:9]=[CH:8][CH:7]=1)([CH3:4])([CH3:3])[CH3:2].C[O:52][B:53](OC)[O:54]C. Product: [Si:5]([O:18][C@@H:19]1[C@@H:26]2[O:25][C:24]([CH3:27])([CH3:28])[O:23][C@@H:22]2[C:21]([CH2:29][O:30][C:31]([C:44]2[CH:45]=[CH:46][CH:47]=[CH:48][CH:49]=2)([C:32]2[CH:33]=[CH:34][CH:35]=[CH:36][CH:37]=2)[C:38]2[CH:39]=[CH:40][CH:41]=[CH:42][CH:43]=2)=[C:20]1[B:53]([OH:54])[OH:52])([C:1]([CH3:4])([CH3:2])[CH3:3])([C:6]1[CH:11]=[CH:10][CH:9]=[CH:8][CH:7]=1)[C:12]1[CH:13]=[CH:14][CH:15]=[CH:16][CH:17]=1. The catalyst class is: 1. (5) Reactant: [CH2:1]([C:5]1[CH:10]=[CH:9][C:8]([C:11]#[C:12][C:13]2[CH:33]=[CH:32][C:16]([CH2:17][NH:18][C:19]3[CH:31]=[CH:30][C:22]4[C:23](=[O:29])[O:24][C:25]([CH3:28])([CH3:27])[O:26][C:21]=4[CH:20]=3)=[CH:15][CH:14]=2)=[CH:7][CH:6]=1)[CH2:2][CH2:3][CH3:4].[H-].[Na+].Br[CH2:37][CH2:38][CH2:39][CH2:40][CH2:41][CH3:42]. Product: [CH2:1]([C:5]1[CH:6]=[CH:7][C:8]([C:11]#[C:12][C:13]2[CH:33]=[CH:32][C:16]([CH2:17][N:18]([CH2:37][CH2:38][CH2:39][CH2:40][CH2:41][CH3:42])[C:19]3[CH:31]=[CH:30][C:22]4[C:23](=[O:29])[O:24][C:25]([CH3:27])([CH3:28])[O:26][C:21]=4[CH:20]=3)=[CH:15][CH:14]=2)=[CH:9][CH:10]=1)[CH2:2][CH2:3][CH3:4]. The catalyst class is: 197. (6) Product: [CH3:18][C:19]1[N:24]=[CH:23][C:22]([O:25][C:2]2[CH:3]=[C:4]3[C:8](=[CH:9][CH:10]=2)[CH2:7][C@H:6]([NH:11][S:12]([CH:15]([CH3:17])[CH3:16])(=[O:14])=[O:13])[CH2:5]3)=[CH:21][CH:20]=1. The catalyst class is: 156. Reactant: Br[C:2]1[CH:3]=[C:4]2[C:8](=[CH:9][CH:10]=1)[CH2:7][C@H:6]([NH:11][S:12]([CH:15]([CH3:17])[CH3:16])(=[O:14])=[O:13])[CH2:5]2.[CH3:18][C:19]1[N:24]=[CH:23][C:22]([OH:25])=[CH:21][CH:20]=1.C(=O)([O-])[O-].[Cs+].[Cs+].CN(C)CC(O)=O. (7) Product: [C:1]([P:5]1(=[O:24])[CH2:11][C:17]2[C:16](=[CH:21][CH:20]=[CH:19][CH:18]=2)[CH2:15]1)([CH3:4])([CH3:3])[CH3:2]. The catalyst class is: 1. Reactant: [C:1]([PH2:5])([CH3:4])([CH3:3])[CH3:2].[Li]CCCC.[CH2:11]1[C:17]2[CH:18]=[CH:19][CH:20]=[CH:21][C:16]=2[CH2:15]OS(=O)(=O)O1.[OH:24]O. (8) Reactant: [CH2:1]([O:8][C:9]([NH:11][C:12]1([C:15]([OH:17])=O)[CH2:14][CH2:13]1)=[O:10])[C:2]1[CH:7]=[CH:6][CH:5]=[CH:4][CH:3]=1.C[N:19](C(ON1N=NC2C=CC=NC1=2)=[N+](C)C)C.F[P-](F)(F)(F)(F)F.CCN(CC)CC.C(=O)([O-])O.[NH4+]. Product: [CH2:1]([O:8][C:9](=[O:10])[NH:11][C:12]1([C:15](=[O:17])[NH2:19])[CH2:14][CH2:13]1)[C:2]1[CH:7]=[CH:6][CH:5]=[CH:4][CH:3]=1. The catalyst class is: 18. (9) Reactant: [CH:1]([CH:3]1[CH2:9][CH:8]2[CH:6]([CH2:7]2)[CH2:5][N:4]1[C:10]([O:12][C:13]([CH3:16])([CH3:15])[CH3:14])=[O:11])=[O:2].CC(=CC)C.[O-:22]Cl=O.[Na+]. Product: [C:13]([O:12][C:10]([N:4]1[CH:3]([C:1]([OH:22])=[O:2])[CH2:9][CH:8]2[CH:6]([CH2:7]2)[CH2:5]1)=[O:11])([CH3:16])([CH3:15])[CH3:14]. The catalyst class is: 95.